From a dataset of Forward reaction prediction with 1.9M reactions from USPTO patents (1976-2016). Predict the product of the given reaction. (1) Given the reactants [N+:1]([C:4]1[CH:12]=[C:8]([C:9]([OH:11])=O)[C:7]([NH2:13])=[CH:6][CH:5]=1)([O-:3])=[O:2].[CH3:14][N:15]=[C:16]=[S:17].C(N(CC)CC)C, predict the reaction product. The product is: [CH3:14][N:15]1[C:9](=[O:11])[C:8]2[C:7](=[CH:6][CH:5]=[C:4]([N+:1]([O-:3])=[O:2])[CH:12]=2)[NH:13][C:16]1=[S:17]. (2) Given the reactants Cl[N:2]1[C:6](=[O:7])[CH2:5][CH2:4][C:3]1=O.[CH2:9]([N:12]([CH2:24][CH2:25][CH3:26])[CH2:13][CH2:14][C:15]1C=CC=C2[C:16]=1[CH:17]=[CH:18]N2)[CH2:10][CH3:11], predict the reaction product. The product is: [CH2:24]([N:12]([CH2:9][CH2:10][CH3:11])[CH2:13][CH2:14][C:15]1[C:4]2[C:3]([CH:18]=[CH:17][CH:16]=1)=[N:2][C:6](=[O:7])[CH:5]=2)[CH2:25][CH3:26]. (3) Given the reactants [N:1]1[CH:6]=[CH:5][C:4]([C:7]2[C:8]([C:15]3[CH:16]=[C:17]([NH2:21])[CH:18]=[CH:19][CH:20]=3)=[N:9][N:10]3[CH:14]=[CH:13][S:12][C:11]=23)=[CH:3][CH:2]=1.[F:22][C:23]([F:34])([F:33])[C:24]1[CH:29]=[CH:28][C:27]([N:30]=[C:31]=[O:32])=[CH:26][CH:25]=1, predict the reaction product. The product is: [N:1]1[CH:2]=[CH:3][C:4]([C:7]2[C:8]([C:15]3[CH:16]=[C:17]([NH:21][C:31]([NH:30][C:27]4[CH:26]=[CH:25][C:24]([C:23]([F:22])([F:33])[F:34])=[CH:29][CH:28]=4)=[O:32])[CH:18]=[CH:19][CH:20]=3)=[N:9][N:10]3[CH:14]=[CH:13][S:12][C:11]=23)=[CH:5][CH:6]=1.